From a dataset of Forward reaction prediction with 1.9M reactions from USPTO patents (1976-2016). Predict the product of the given reaction. (1) Given the reactants N1C2OCC(N)C=2C=CN=1.CO[N:13]=[C:14]1[C:22]2[C:17](=[C:18]([CH3:23])[N:19]=[CH:20][CH:21]=2)[O:16][CH2:15]1, predict the reaction product. The product is: [CH3:23][C:18]1[N:19]=[CH:20][CH:21]=[C:22]2[CH:14]([NH2:13])[CH2:15][O:16][C:17]=12. (2) Given the reactants [Cl:1][C:2]1[CH:3]=[C:4]([C:12]2([C:27]([F:30])([F:29])[F:28])[O:16][N:15]=[C:14]([C:17]3[CH:25]=[CH:24][C:20]([C:21]([OH:23])=O)=[C:19]([CH3:26])[CH:18]=3)[CH2:13]2)[CH:5]=[C:6]([C:8]([F:11])([F:10])[F:9])[CH:7]=1.CCN=C=NCCCN(C)C.C1C=CC2N(O)N=NC=2C=1.Cl.[NH:53]1[CH2:57][C:56](=[O:58])[NH:55][CH2:54]1, predict the reaction product. The product is: [Cl:1][C:2]1[CH:3]=[C:4]([C:12]2([C:27]([F:30])([F:28])[F:29])[O:16][N:15]=[C:14]([C:17]3[CH:25]=[CH:24][C:20]([C:21]([N:53]4[CH2:57][C:56](=[O:58])[NH:55][CH2:54]4)=[O:23])=[C:19]([CH3:26])[CH:18]=3)[CH2:13]2)[CH:5]=[C:6]([C:8]([F:11])([F:9])[F:10])[CH:7]=1. (3) Given the reactants FC(F)(F)S(O[C:7]1[CH:12]=[CH:11][C:10]([C:13]2[N:14]=[N:15][C:16]([N:19]([CH3:30])[CH:20]3[CH2:25][C:24]([CH3:27])([CH3:26])[NH:23][C:22]([CH3:29])([CH3:28])[CH2:21]3)=[CH:17][CH:18]=2)=[C:9]([O:31][CH3:32])[CH:8]=1)(=O)=O.[NH:35]1[CH:39]=[C:38](B(O)O)[CH:37]=[N:36]1.P([O-])([O-])([O-])=O.[K+].[K+].[K+].COC1C=CC=C(OC)C=1C1C=CC=CC=1P(C1CCCCC1)C1CCCCC1, predict the reaction product. The product is: [CH3:32][O:31][C:9]1[CH:8]=[C:7]([C:38]2[CH:39]=[N:35][NH:36][CH:37]=2)[CH:12]=[CH:11][C:10]=1[C:13]1[N:14]=[N:15][C:16]([N:19]([CH3:30])[CH:20]2[CH2:21][C:22]([CH3:29])([CH3:28])[NH:23][C:24]([CH3:26])([CH3:27])[CH2:25]2)=[CH:17][CH:18]=1. (4) Given the reactants [Cl:1][C:2]1[CH:7]=[C:6]([F:8])[CH:5]=[CH:4][C:3]=1[C:9]1[C:13]2=[N:14][CH:15]=[CH:16][C:17]([C:18]3[CH:19]=[N:20][CH:21]=[N:22][CH:23]=3)=[C:12]2[O:11][N:10]=1.C(OO)(=[O:26])C.S(=O)(=O)(O)O.[OH-].[Na+], predict the reaction product. The product is: [Cl:1][C:2]1[CH:7]=[C:6]([F:8])[CH:5]=[CH:4][C:3]=1[C:9]1[C:13]2=[N:14][CH:15]=[CH:16][C:17]([C:18]3[C:23]([OH:26])=[N:22][CH:21]=[N:20][CH:19]=3)=[C:12]2[O:11][N:10]=1. (5) Given the reactants [C:1]([S:4][C:5]1[N:6]=[CH:7][N:8]2[CH:12]=[CH:11][S:10][C:9]=12)(=O)[CH3:2].[Br:13]CCO, predict the reaction product. The product is: [Br:13][CH2:2][CH2:1][S:4][C:5]1[N:6]=[CH:7][N:8]2[CH:12]=[CH:11][S:10][C:9]=12. (6) Given the reactants [CH3:1][O:2][C:3]([C:5]1[C:13]([NH:14][C:15]2[CH:20]=[CH:19][CH:18]=[CH:17][C:16]=2[CH3:21])=[C:12]([F:22])[C:8]2[NH:9][CH:10]=[N:11][C:7]=2[CH:6]=1)=[O:4].CO.C1C(=O)N([I:32])C(=O)C1.S(O)(C1C=CC(C)=CC=1)(=O)=O.O, predict the reaction product. The product is: [CH3:1][O:2][C:3]([C:5]1[C:13]([NH:14][C:15]2[CH:20]=[CH:19][C:18]([I:32])=[CH:17][C:16]=2[CH3:21])=[C:12]([F:22])[C:8]2[NH:9][CH:10]=[N:11][C:7]=2[CH:6]=1)=[O:4].